This data is from Forward reaction prediction with 1.9M reactions from USPTO patents (1976-2016). The task is: Predict the product of the given reaction. Given the reactants [H-].[Na+].[CH3:3][N:4]1[C:12](=[O:13])[CH:11]=[CH:10][N:9]2[C:5]1=[N:6][C@@H:7]1[CH2:16][CH2:15][CH2:14][C@@H:8]12.C1(C)C=CC(S([CH2:26][N+:27]#[C-:28])(=O)=O)=CC=1, predict the reaction product. The product is: [CH3:3][N:4]1[C:12](=[O:13])[C:11]2=[CH:26][NH:27][CH:28]=[C:10]2[N:9]2[C@H:8]3[CH2:14][CH2:15][CH2:16][C@H:7]3[N:6]=[C:5]12.